This data is from Full USPTO retrosynthesis dataset with 1.9M reactions from patents (1976-2016). The task is: Predict the reactants needed to synthesize the given product. (1) Given the product [Cl:6][C:7]1[CH:8]=[CH:9][C:10]([CH2:13][C:14](=[O:16])[CH3:15])=[CH:11][C:12]=1[S:2]([Cl:1])(=[O:5])=[O:3], predict the reactants needed to synthesize it. The reactants are: [Cl:1][S:2]([OH:5])(=O)=[O:3].[Cl:6][C:7]1[CH:12]=[CH:11][C:10]([CH2:13][C:14](=[O:16])[CH3:15])=[CH:9][CH:8]=1. (2) Given the product [Cl:1][CH2:2][CH:3]1[O:7][N:6]=[C:5]([CH2:8][F:16])[CH2:4]1, predict the reactants needed to synthesize it. The reactants are: [Cl:1][CH2:2][CH:3]1[O:7][N:6]=[C:5]([CH2:8]O)[CH2:4]1.C(N(S(F)(F)[F:16])CC)C.